Dataset: Reaction yield outcomes from USPTO patents with 853,638 reactions. Task: Predict the reaction yield, written as a fraction of the theoretical maximum amount of product (1.0 means a 100% yield; for example, 0.34 means a 34% yield). (1) The reactants are [CH:1]1[C:10]2[C:5](=[CH:6][CH:7]=[CH:8][CH:9]=2)[CH:4]=[C:3]([NH2:11])[N:2]=1.C(O)(C(F)(F)F)=O. The catalyst is [Pt](=O)=O. The product is [CH:1]1[C:10]2[CH2:9][CH2:8][CH2:7][CH2:6][C:5]=2[CH:4]=[C:3]([NH2:11])[N:2]=1. The yield is 0.570. (2) The reactants are [CH2:1]([O:8][C:9]1[CH:10]=[C:11]([CH:15]=[CH:16][C:17]=1[CH3:18])[C:12]([NH2:14])=O)[C:2]1[CH:7]=[CH:6][CH:5]=[CH:4][CH:3]=1.N1C=CN=C1.O=P(Cl)(Cl)Cl. The catalyst is N1C=CC=CC=1.C(OCC)(=O)C. The product is [CH2:1]([O:8][C:9]1[CH:10]=[C:11]([CH:15]=[CH:16][C:17]=1[CH3:18])[C:12]#[N:14])[C:2]1[CH:3]=[CH:4][CH:5]=[CH:6][CH:7]=1. The yield is 0.890.